Dataset: NCI-60 drug combinations with 297,098 pairs across 59 cell lines. Task: Regression. Given two drug SMILES strings and cell line genomic features, predict the synergy score measuring deviation from expected non-interaction effect. (1) Synergy scores: CSS=2.26, Synergy_ZIP=-1.77, Synergy_Bliss=-2.39, Synergy_Loewe=-7.78, Synergy_HSA=-3.40. Drug 1: CCCS(=O)(=O)NC1=C(C(=C(C=C1)F)C(=O)C2=CNC3=C2C=C(C=N3)C4=CC=C(C=C4)Cl)F. Drug 2: CN1C(=O)N2C=NC(=C2N=N1)C(=O)N. Cell line: UO-31. (2) Drug 1: CN1CCC(CC1)COC2=C(C=C3C(=C2)N=CN=C3NC4=C(C=C(C=C4)Br)F)OC. Drug 2: CCN(CC)CCNC(=O)C1=C(NC(=C1C)C=C2C3=C(C=CC(=C3)F)NC2=O)C. Cell line: NCIH23. Synergy scores: CSS=2.43, Synergy_ZIP=0.346, Synergy_Bliss=0.294, Synergy_Loewe=-5.38, Synergy_HSA=-3.45. (3) Drug 1: CC1=CC2C(CCC3(C2CCC3(C(=O)C)OC(=O)C)C)C4(C1=CC(=O)CC4)C. Drug 2: N.N.Cl[Pt+2]Cl. Cell line: UO-31. Synergy scores: CSS=8.85, Synergy_ZIP=0.000547, Synergy_Bliss=6.60, Synergy_Loewe=9.06, Synergy_HSA=7.58. (4) Drug 1: CS(=O)(=O)CCNCC1=CC=C(O1)C2=CC3=C(C=C2)N=CN=C3NC4=CC(=C(C=C4)OCC5=CC(=CC=C5)F)Cl. Drug 2: C#CCC(CC1=CN=C2C(=N1)C(=NC(=N2)N)N)C3=CC=C(C=C3)C(=O)NC(CCC(=O)O)C(=O)O. Cell line: UACC62. Synergy scores: CSS=67.0, Synergy_ZIP=6.00, Synergy_Bliss=1.89, Synergy_Loewe=-24.4, Synergy_HSA=0.0865. (5) Drug 2: N.N.Cl[Pt+2]Cl. Drug 1: CS(=O)(=O)C1=CC(=C(C=C1)C(=O)NC2=CC(=C(C=C2)Cl)C3=CC=CC=N3)Cl. Cell line: KM12. Synergy scores: CSS=22.5, Synergy_ZIP=-2.02, Synergy_Bliss=3.62, Synergy_Loewe=0.893, Synergy_HSA=4.96. (6) Drug 1: CN1C2=C(C=C(C=C2)N(CCCl)CCCl)N=C1CCCC(=O)O.Cl. Drug 2: CC1C(C(CC(O1)OC2CC(CC3=C2C(=C4C(=C3O)C(=O)C5=CC=CC=C5C4=O)O)(C(=O)C)O)N)O. Cell line: NCI-H460. Synergy scores: CSS=41.9, Synergy_ZIP=-2.64, Synergy_Bliss=-3.22, Synergy_Loewe=-7.96, Synergy_HSA=-1.10. (7) Drug 1: COC1=NC(=NC2=C1N=CN2C3C(C(C(O3)CO)O)O)N. Drug 2: C1CNP(=O)(OC1)N(CCCl)CCCl. Cell line: HS 578T. Synergy scores: CSS=4.63, Synergy_ZIP=4.85, Synergy_Bliss=2.10, Synergy_Loewe=4.93, Synergy_HSA=3.17.